Dataset: Full USPTO retrosynthesis dataset with 1.9M reactions from patents (1976-2016). Task: Predict the reactants needed to synthesize the given product. (1) Given the product [CH3:1][O:2][C:3]1[C:8](/[CH:9]=[CH:10]/[C:11]2[CH:12]=[C:13]([CH:19]=[CH:20][C:21]=2[CH3:22])[C:14]([OH:16])=[O:15])=[CH:7][N:6]=[C:5]2[NH:23][CH:24]=[CH:25][C:4]=12, predict the reactants needed to synthesize it. The reactants are: [CH3:1][O:2][C:3]1[C:8](/[CH:9]=[CH:10]/[C:11]2[CH:12]=[C:13]([CH:19]=[CH:20][C:21]=2[CH3:22])[C:14]([O:16]CC)=[O:15])=[CH:7][N:6]=[C:5]2[N:23](COCC[Si](C)(C)C)[CH:24]=[CH:25][C:4]=12.C(O)(C(F)(F)F)=O.O[Li].O.Cl. (2) Given the product [OH:18][CH2:17][CH2:16][CH2:15][CH2:14][CH2:13][N:4]1[CH2:5][CH2:6][N:1]([C:7]([O:9][CH2:10][CH3:11])=[O:8])[CH2:2][CH2:3]1, predict the reactants needed to synthesize it. The reactants are: [N:1]1([C:7]([O:9][CH2:10][CH3:11])=[O:8])[CH2:6][CH2:5][NH:4][CH2:3][CH2:2]1.Br[CH2:13][CH2:14][CH2:15][CH2:16][CH2:17][OH:18].C(=O)([O-])[O-].[K+].[K+]. (3) Given the product [ClH:18].[Br:1][C:2]1[CH:10]=[CH:9][CH:8]=[C:7]2[C:3]=1[CH2:4][CH2:5][C@@H:6]2[NH2:11], predict the reactants needed to synthesize it. The reactants are: [Br:1][C:2]1[CH:10]=[CH:9][CH:8]=[C:7]2[C:3]=1[CH2:4][CH2:5][C@@H:6]2[NH:11][S@](C(C)(C)C)=O.[ClH:18].C(#N)C.